This data is from Full USPTO retrosynthesis dataset with 1.9M reactions from patents (1976-2016). The task is: Predict the reactants needed to synthesize the given product. (1) Given the product [Cl:1][C:2]1[CH:3]=[N:4][C:5]([N:8]2[CH2:13][CH2:12][CH:11]([NH:18][CH:15]3[CH2:17][CH2:16]3)[CH2:10][CH2:9]2)=[N:6][CH:7]=1, predict the reactants needed to synthesize it. The reactants are: [Cl:1][C:2]1[CH:3]=[N:4][C:5]([N:8]2[CH2:13][CH2:12][C:11](=O)[CH2:10][CH2:9]2)=[N:6][CH:7]=1.[CH:15]1([NH2:18])[CH2:17][CH2:16]1.C(O)(=O)C.C(O[BH-](OC(=O)C)OC(=O)C)(=O)C.[Na+]. (2) Given the product [CH:1]([N:4]1[CH2:9][CH2:8][N:7]([CH2:11][C:12]#[N:13])[CH2:6][CH2:5]1)([CH3:3])[CH3:2], predict the reactants needed to synthesize it. The reactants are: [CH:1]([N:4]1[CH2:9][CH2:8][NH:7][CH2:6][CH2:5]1)([CH3:3])[CH3:2].Br[CH2:11][C:12]#[N:13]. (3) Given the product [C:1]1([NH:7][C:8]([C:10]2[C:14]([I:15])=[CH:13][N:12]([CH2:28][C:27]3[CH:30]=[CH:31][C:24]([O:23][CH3:22])=[CH:25][CH:26]=3)[N:11]=2)=[O:9])[CH:2]=[CH:3][CH:4]=[CH:5][CH:6]=1, predict the reactants needed to synthesize it. The reactants are: [C:1]1([NH:7][C:8]([C:10]2[C:14]([I:15])=[CH:13][NH:12][N:11]=2)=[O:9])[CH:6]=[CH:5][CH:4]=[CH:3][CH:2]=1.C(=O)([O-])[O-].[K+].[K+].[CH3:22][O:23][C:24]1[CH:31]=[CH:30][C:27]([CH2:28]Cl)=[CH:26][CH:25]=1.